From a dataset of Forward reaction prediction with 1.9M reactions from USPTO patents (1976-2016). Predict the product of the given reaction. (1) The product is: [ClH:20].[NH2:7][C@@H:6]1[CH2:5][O:4][N:3]([CH2:15][C:16]([F:18])([F:17])[F:19])[C:2]1=[O:1]. Given the reactants [O:1]=[C:2]1[C@H:6]([NH:7]C(=O)OC(C)(C)C)[CH2:5][O:4][N:3]1[CH2:15][C:16]([F:19])([F:18])[F:17].[ClH:20], predict the reaction product. (2) The product is: [OH:12][CH2:11][C:9]1[C:10]2[C:2]3[NH:1][CH:17]([C:18]4[CH:23]=[CH:22][CH:21]=[CH:20][CH:19]=4)[NH:16][C:14](=[O:15])[C:3]=3[S:4][C:5]=2[N:6]=[C:7]([CH3:13])[CH:8]=1. Given the reactants [NH2:1][C:2]1[C:10]2[C:5](=[N:6][C:7]([CH3:13])=[CH:8][C:9]=2[CH2:11][OH:12])[S:4][C:3]=1[C:14]([NH2:16])=[O:15].[CH:17](=O)[C:18]1[CH:23]=[CH:22][CH:21]=[CH:20][CH:19]=1.O.C(OCC)(=O)C, predict the reaction product.